Dataset: Full USPTO retrosynthesis dataset with 1.9M reactions from patents (1976-2016). Task: Predict the reactants needed to synthesize the given product. (1) Given the product [CH2:16]([CH:17]([NH:21][CH2:2][CH2:3][N:4]1[CH:8]=[CH:7][CH:6]=[C:5]1[C:9]([O:11][CH2:12][CH3:13])=[O:10])[CH2:18][CH2:19][CH3:20])[CH2:15][CH3:14], predict the reactants needed to synthesize it. The reactants are: Br[CH2:2][CH2:3][N:4]1[CH:8]=[CH:7][CH:6]=[C:5]1[C:9]([O:11][CH2:12][CH3:13])=[O:10].[CH3:14][CH2:15][CH2:16][CH:17]([NH2:21])[CH2:18][CH2:19][CH3:20]. (2) Given the product [Cl:1][C:2]1[CH:7]=[CH:6][CH:5]=[C:4]([F:8])[C:3]=1[C:9]1[N:10]=[C:11]2[CH:16]=[CH:15][CH:14]=[C:13]([O:36][CH2:34][CH3:35])[N:12]2[C:18]=1[NH:19][C:20]1[CH:29]=[CH:28][C:23]2[O:24][CH2:25][CH2:26][O:27][C:22]=2[CH:21]=1, predict the reactants needed to synthesize it. The reactants are: [Cl:1][C:2]1[CH:7]=[CH:6][CH:5]=[C:4]([F:8])[C:3]=1[C:9]1[N:10]=[C:11]2[CH:16]=[CH:15][CH:14]=[C:13](F)[N:12]2[C:18]=1[NH:19][C:20]1[CH:29]=[CH:28][C:23]2[O:24][CH2:25][CH2:26][O:27][C:22]=2[CH:21]=1.[H-].[Na+].[H][H].[CH2:34]([OH:36])[CH3:35]. (3) Given the product [CH3:13][C:10]1([CH3:14])[CH2:11][CH2:12][N:8]([C:6]([O:5][C:1]([CH3:4])([CH3:3])[CH3:2])=[O:7])[CH2:9]1, predict the reactants needed to synthesize it. The reactants are: [C:1]([O:5][C:6]([N:8]1[CH2:12][CH2:11][C:10]([CH3:14])([CH3:13])[C:9]1=O)=[O:7])([CH3:4])([CH3:3])[CH3:2].C([BH-](CC)CC)C.[Li+].OO. (4) Given the product [F:27][C:23]1[CH:24]=[CH:25][CH:26]=[C:2]([F:1])[C:3]=1[C:4]([NH:6][C:7]1[C:8]([C:12]2[NH:16][C:15]3[CH:17]=[CH:18][C:19]([CH2:21][N:28]4[CH2:33][CH2:32][O:31][CH2:30][CH2:29]4)=[CH:20][C:14]=3[N:13]=2)=[N:9][NH:10][CH:11]=1)=[O:5], predict the reactants needed to synthesize it. The reactants are: [F:1][C:2]1[CH:26]=[CH:25][CH:24]=[C:23]([F:27])[C:3]=1[C:4]([NH:6][C:7]1[C:8]([C:12]2[NH:16][C:15]3[CH:17]=[CH:18][C:19]([CH:21]=O)=[CH:20][C:14]=3[N:13]=2)=[N:9][NH:10][CH:11]=1)=[O:5].[NH:28]1[CH2:33][CH2:32][O:31][CH2:30][CH2:29]1.CO. (5) Given the product [CH2:24]([NH:26][C:19](=[O:21])[C:18]1[CH:22]=[CH:23][C:15]([O:14][CH2:13][C:3]2[C:4]([C:7]3[CH:12]=[CH:11][N:10]=[CH:9][N:8]=3)=[N:5][O:6][C:2]=2[CH3:1])=[N:16][CH:17]=1)[CH3:25], predict the reactants needed to synthesize it. The reactants are: [CH3:1][C:2]1[O:6][N:5]=[C:4]([C:7]2[CH:12]=[CH:11][N:10]=[CH:9][N:8]=2)[C:3]=1[CH2:13][O:14][C:15]1[CH:23]=[CH:22][C:18]([C:19]([OH:21])=O)=[CH:17][N:16]=1.[CH2:24]([NH2:26])[CH3:25]. (6) Given the product [N:19]1([NH:18][C:2]2[CH:7]=[C:6]([C:8]([F:11])([F:10])[F:9])[N:5]=[C:4]([C:12]3[CH:13]=[N:14][CH:15]=[CH:16][CH:17]=3)[N:3]=2)[CH:23]=[N:22][N:21]=[CH:20]1, predict the reactants needed to synthesize it. The reactants are: Cl[C:2]1[CH:7]=[C:6]([C:8]([F:11])([F:10])[F:9])[N:5]=[C:4]([C:12]2[CH:13]=[N:14][CH:15]=[CH:16][CH:17]=2)[N:3]=1.[NH2:18][N:19]1[CH:23]=[N:22][N:21]=[CH:20]1. (7) Given the product [C:32]([N:1]1[CH2:2][CH2:3][CH:4]([NH:7][C:8]([C:10]2[C:14]3[N:15]=[CH:16][N:17]=[C:18]([C:19]4[CH:24]=[C:23]([O:25][CH3:26])[CH:22]=[CH:21][C:20]=4[O:27][CH2:28][CH:29]4[CH2:30][CH2:31]4)[C:13]=3[NH:12][CH:11]=2)=[O:9])[CH2:5][CH2:6]1)(=[O:34])[CH3:33], predict the reactants needed to synthesize it. The reactants are: [NH:1]1[CH2:6][CH2:5][CH:4]([NH:7][C:8]([C:10]2[C:14]3[N:15]=[CH:16][N:17]=[C:18]([C:19]4[CH:24]=[C:23]([O:25][CH3:26])[CH:22]=[CH:21][C:20]=4[O:27][CH2:28][CH:29]4[CH2:31][CH2:30]4)[C:13]=3[NH:12][CH:11]=2)=[O:9])[CH2:3][CH2:2]1.[C:32](Cl)(=[O:34])[CH3:33]. (8) Given the product [CH2:1]([O:8][N:9]1[C:14]2[N:15]=[CH:16][N:17]=[C:18]([CH3:19])[C:13]=2[C:12]([OH:20])=[CH:11][C:10]1=[O:26])[C:2]1[CH:3]=[CH:4][CH:5]=[CH:6][CH:7]=1, predict the reactants needed to synthesize it. The reactants are: [CH2:1]([O:8][N:9]1[C:14]2[N:15]=[CH:16][N:17]=[C:18]([CH3:19])[C:13]=2[C:12]([OH:20])=[C:11](C(OCC)=O)[C:10]1=[O:26])[C:2]1[CH:7]=[CH:6][CH:5]=[CH:4][CH:3]=1.Cl.O1CCOCC1.C(OCC)(=O)C. (9) Given the product [CH2:1]([O:8][C:16](=[O:19])[CH:17]=[CH2:18])[C:2]1[CH:7]=[CH:6][CH:5]=[CH:4][CH:3]=1, predict the reactants needed to synthesize it. The reactants are: [CH2:1]([OH:8])[C:2]1[CH:7]=[CH:6][CH:5]=[CH:4][CH:3]=1.C(N(CC)CC)C.[C:16](Cl)(=[O:19])[CH:17]=[CH2:18]. (10) Given the product [CH:36]([N:39]1[CH2:40][CH2:41][N:42]([C:45]2[CH:50]=[CH:49][C:48]([NH:51][C:17]3[C:18]4[N:19]([CH:33]=[CH:34][N:35]=4)[C:20]([C:23]4[CH:24]=[C:25]5[C:29](=[CH:30][CH:31]=4)[C:28](=[O:32])[NH:27][CH2:26]5)=[CH:21][N:22]=3)=[CH:47][C:46]=2[C:52]([F:55])([F:54])[F:53])[CH2:43][CH2:44]1)([CH3:38])[CH3:37], predict the reactants needed to synthesize it. The reactants are: C(N1CCC(C2C=CC(N[C:17]3[C:18]4[N:19]([CH:33]=[CH:34][N:35]=4)[C:20]([C:23]4[CH:24]=[C:25]5[C:29](=[CH:30][CH:31]=4)[C:28](=[O:32])[NH:27][CH2:26]5)=[CH:21][N:22]=3)=CC=2)CC1)(C)C.[CH:36]([N:39]1[CH2:44][CH2:43][N:42]([C:45]2[CH:50]=[CH:49][C:48]([NH2:51])=[CH:47][C:46]=2[C:52]([F:55])([F:54])[F:53])[CH2:41][CH2:40]1)([CH3:38])[CH3:37].